From a dataset of Forward reaction prediction with 1.9M reactions from USPTO patents (1976-2016). Predict the product of the given reaction. (1) Given the reactants [C:1](#[N:3])[CH3:2].C([Li])CCC.CCCCCC.CO[C:17]([C:19]1[S:20][CH:21]=[CH:22][C:23]=1[N:24]=[CH:25]N(C)C)=[O:18], predict the reaction product. The product is: [O:18]=[C:17]1[C:2]([C:1]#[N:3])=[CH:25][NH:24][C:23]2[CH:22]=[CH:21][S:20][C:19]1=2. (2) Given the reactants [NH2:1][C:2]1[N:6]([CH3:7])[C:5](=[O:8])[C:4]([C:19]2[CH:24]=[CH:23][CH:22]=[C:21](Br)[CH:20]=2)([C:9]2[CH:14]=[CH:13][C:12]([Si:15]([CH3:18])([CH3:17])[CH3:16])=[CH:11][CH:10]=2)[N:3]=1.[CH3:26][O:27][C:28]1[CH:29]=[N:30][CH:31]=[C:32](B2OC(C)(C)C(C)(C)O2)[CH:33]=1.C(=O)([O-])[O-].[K+].[K+].[C:49]([OH:52])(=[O:51])[CH3:50], predict the reaction product. The product is: [C:49]([OH:52])(=[O:51])[CH3:50].[NH2:1][C:2]1[N:6]([CH3:7])[C:5](=[O:8])[C:4]([C:19]2[CH:24]=[CH:23][CH:22]=[C:21]([C:32]3[CH:31]=[N:30][CH:29]=[C:28]([O:27][CH3:26])[CH:33]=3)[CH:20]=2)([C:9]2[CH:14]=[CH:13][C:12]([Si:15]([CH3:18])([CH3:17])[CH3:16])=[CH:11][CH:10]=2)[N:3]=1. (3) Given the reactants C([O:4][C@@H:5]1[C@@H:10]([O:11]C(=O)C)[C@H:9]([C:15]2[CH:20]=[CH:19][C:18]([Cl:21])=[C:17]([CH2:22][C:23]3[CH:28]=[CH:27][C:26]([O:29][CH2:30][CH3:31])=[CH:25][CH:24]=3)[CH:16]=2)[O:8][C@H:7]([CH2:32][S:33][C:34]2[CH:39]=[C:38]([NH2:40])[CH:37]=[CH:36][C:35]=2[F:41])[C@H:6]1[O:42]C(=O)C)(=O)C.[OH-].[Li+].C1C[O:51][CH2:50][CH2:49]1.CO.O, predict the reaction product. The product is: [Cl:21][C:18]1[CH:19]=[CH:20][C:15]([C@@H:9]2[O:8][C@H:7]([CH2:32][S:33][C:34]3[CH:39]=[C:38]([NH:40][C:50](=[O:51])[CH3:49])[CH:37]=[CH:36][C:35]=3[F:41])[C@@H:6]([OH:42])[C@H:5]([OH:4])[C@H:10]2[OH:11])=[CH:16][C:17]=1[CH2:22][C:23]1[CH:28]=[CH:27][C:26]([O:29][CH2:30][CH3:31])=[CH:25][CH:24]=1. (4) Given the reactants [CH2:1]([O:8][C:9]([N:11]1[CH2:16][CH2:15][CH:14]([C:17](=O)[CH2:18][CH:19]([C:30]2[CH:35]=[CH:34][C:33]([O:36][CH3:37])=[CH:32][CH:31]=2)[C:20]([C:22]2[CH:27]=[CH:26][C:25]([O:28][CH3:29])=[CH:24][CH:23]=2)=O)[CH2:13][CH2:12]1)=[O:10])[C:2]1[CH:7]=[CH:6][CH:5]=[CH:4][CH:3]=1.COC1C=CC(P2(SP(C3C=CC(OC)=CC=3)(=S)S2)=[S:48])=CC=1, predict the reaction product. The product is: [CH2:1]([O:8][C:9]([N:11]1[CH2:16][CH2:15][CH:14]([C:17]2[S:48][C:20]([C:22]3[CH:27]=[CH:26][C:25]([O:28][CH3:29])=[CH:24][CH:23]=3)=[C:19]([C:30]3[CH:35]=[CH:34][C:33]([O:36][CH3:37])=[CH:32][CH:31]=3)[CH:18]=2)[CH2:13][CH2:12]1)=[O:10])[C:2]1[CH:7]=[CH:6][CH:5]=[CH:4][CH:3]=1. (5) Given the reactants [N:1]#[C:2]Br.[C:4]([O:8][C:9]([N:11]1[CH2:17][CH2:16][CH2:15][C@H:14]([NH:18][CH2:19][C:20]2[CH:25]=[C:24]([C:26]([F:29])([F:28])[F:27])[CH:23]=[C:22]([C:30]([F:33])([F:32])[F:31])[CH:21]=2)[C:13]2[CH:34]=[C:35]([CH2:42][CH3:43])[C:36]([C:38]([F:41])([F:40])[F:39])=[CH:37][C:12]1=2)=[O:10])([CH3:7])([CH3:6])[CH3:5].C(N(C(C)C)CC)(C)C, predict the reaction product. The product is: [C:4]([O:8][C:9]([N:11]1[CH2:17][CH2:16][CH2:15][C@H:14]([N:18]([CH2:19][C:20]2[CH:21]=[C:22]([C:30]([F:31])([F:33])[F:32])[CH:23]=[C:24]([C:26]([F:29])([F:28])[F:27])[CH:25]=2)[C:2]#[N:1])[C:13]2[CH:34]=[C:35]([CH2:42][CH3:43])[C:36]([C:38]([F:41])([F:39])[F:40])=[CH:37][C:12]1=2)=[O:10])([CH3:7])([CH3:6])[CH3:5].